This data is from Full USPTO retrosynthesis dataset with 1.9M reactions from patents (1976-2016). The task is: Predict the reactants needed to synthesize the given product. (1) Given the product [C:1]([O:5][C:6]([NH:8][CH2:9][CH:10]1[CH2:15][CH2:14][CH2:13][N:12]([C:21]([NH2:20])=[O:22])[CH2:11]1)=[O:7])([CH3:4])([CH3:2])[CH3:3], predict the reactants needed to synthesize it. The reactants are: [C:1]([O:5][C:6]([NH:8][CH2:9][CH:10]1[CH2:15][CH2:14][CH2:13][NH:12][CH2:11]1)=[O:7])([CH3:4])([CH3:3])[CH3:2].C[Si]([N:20]=[C:21]=[O:22])(C)C. (2) Given the product [CH3:26][C@H:23]1[NH:22][CH2:21][C@H:20]([CH2:19][OH:18])[S:25][CH2:24]1, predict the reactants needed to synthesize it. The reactants are: [Si]([O:18][CH2:19][C@@H:20]1[S:25][CH2:24][C@@H:23]([CH3:26])[NH:22][CH2:21]1)(C(C)(C)C)(C1C=CC=CC=1)C1C=CC=CC=1.[F-].C([N+](CCCC)(CCCC)CCCC)CCC. (3) Given the product [CH2:1]([O:8]/[N:9]=[C:10](/[C:12]1[CH:17]=[CH:16][C:15]([N:18]2[C:19](=[O:24])[N:20]=[N:21][C:22]2=[O:23])=[CH:14][CH:13]=1)\[CH3:11])[C:2]1[CH:3]=[CH:4][CH:5]=[CH:6][CH:7]=1, predict the reactants needed to synthesize it. The reactants are: [CH2:1]([O:8]/[N:9]=[C:10](/[C:12]1[CH:17]=[CH:16][C:15]([N:18]2[C:22](=[O:23])[NH:21][NH:20][C:19]2=[O:24])=[CH:14][CH:13]=1)\[CH3:11])[C:2]1[CH:7]=[CH:6][CH:5]=[CH:4][CH:3]=1.